From a dataset of Peptide-MHC class I binding affinity with 185,985 pairs from IEDB/IMGT. Regression. Given a peptide amino acid sequence and an MHC pseudo amino acid sequence, predict their binding affinity value. This is MHC class I binding data. (1) The peptide sequence is FQPQVGQFI. The MHC is H-2-Db with pseudo-sequence H-2-Db. The binding affinity (normalized) is 0.0801. (2) The peptide sequence is TPATDGATF. The MHC is HLA-B07:02 with pseudo-sequence HLA-B07:02. The binding affinity (normalized) is 0.518. (3) The peptide sequence is LITNTIAGV. The MHC is HLA-A80:01 with pseudo-sequence HLA-A80:01. The binding affinity (normalized) is 0.0847.